This data is from Full USPTO retrosynthesis dataset with 1.9M reactions from patents (1976-2016). The task is: Predict the reactants needed to synthesize the given product. (1) Given the product [NH2:1][C:2]1[CH:7]=[N:6][C:5]([C:13]2[CH:14]=[CH:15][C:10]([F:9])=[CH:11][CH:12]=2)=[CH:4][N:3]=1, predict the reactants needed to synthesize it. The reactants are: [NH2:1][C:2]1[CH:7]=[N:6][C:5](Br)=[CH:4][N:3]=1.[F:9][C:10]1[CH:15]=[CH:14][C:13](B(O)O)=[CH:12][CH:11]=1. (2) The reactants are: [CH3:1][O:2][C:3]1[C:26]([O:27][CH3:28])=[CH:25][C:6]2[CH:7]3[N:12]([CH:13]([C:15]([F:18])([F:17])[F:16])[CH2:14][C:5]=2[CH:4]=1)[CH:11]=[C:10]([C:19]([O:21][CH2:22][CH3:23])=[O:20])[C:9](=[O:24])[CH2:8]3.C1(Cl)C(=O)C(Cl)=C(Cl)C(=O)C=1Cl. Given the product [CH3:1][O:2][C:3]1[C:26]([O:27][CH3:28])=[CH:25][C:6]2[C:7]3[N:12]([CH:13]([C:15]([F:18])([F:16])[F:17])[CH2:14][C:5]=2[CH:4]=1)[CH:11]=[C:10]([C:19]([O:21][CH2:22][CH3:23])=[O:20])[C:9](=[O:24])[CH:8]=3, predict the reactants needed to synthesize it. (3) Given the product [CH:6]([NH:5][C:2]1[C:11]2[C:6](=[C:7]([N+:12]([O-:14])=[O:13])[CH:8]=[CH:9][CH:10]=2)[N:5]=[C:4]([CH3:15])[N:3]=1)([CH3:11])[CH3:7], predict the reactants needed to synthesize it. The reactants are: Cl[C:2]1[C:11]2[C:6](=[C:7]([N+:12]([O-:14])=[O:13])[CH:8]=[CH:9][CH:10]=2)[N:5]=[C:4]([CH3:15])[N:3]=1.